This data is from Forward reaction prediction with 1.9M reactions from USPTO patents (1976-2016). The task is: Predict the product of the given reaction. (1) Given the reactants CS(O[CH:6]([C:8]1[N:20]=[C:19]2[N:10]([C:11]([NH:23][CH2:24][C:25]3[CH:30]=[CH:29][C:28]([O:31][CH3:32])=[CH:27][C:26]=3[O:33][CH3:34])=[N:12][C:13]3[C:14]([O:21][CH3:22])=[CH:15][CH:16]=[CH:17][C:18]=32)[N:9]=1)[CH3:7])(=O)=O.[Cl-:35].[Li+], predict the reaction product. The product is: [Cl:35][CH:6]([C:8]1[N:20]=[C:19]2[N:10]([C:11]([NH:23][CH2:24][C:25]3[CH:30]=[CH:29][C:28]([O:31][CH3:32])=[CH:27][C:26]=3[O:33][CH3:34])=[N:12][C:13]3[C:14]([O:21][CH3:22])=[CH:15][CH:16]=[CH:17][C:18]=32)[N:9]=1)[CH3:7]. (2) Given the reactants CCCCCC.C([Li])CCC.[CH3:12][C:13]([C:19]1[S:20][C:21]([C:24]([F:27])([F:26])[F:25])=[CH:22][CH:23]=1)([CH3:18])[CH2:14][C:15]([OH:17])=[O:16].C1C=CC(S(N(S(C2C=CC=CC=2)(=O)=O)[F:38])(=O)=O)=CC=1, predict the reaction product. The product is: [F:38][C:23]1[CH:22]=[C:21]([C:24]([F:27])([F:26])[F:25])[S:20][C:19]=1[C:13]([CH3:12])([CH3:18])[CH2:14][C:15]([OH:17])=[O:16]. (3) Given the reactants [Br:1][C:2]1[CH:16]=[CH:15][C:14]([CH:17]=O)=[CH:13][C:3]=1[CH2:4][NH:5][C:6](=[O:12])[O:7][C:8]([CH3:11])([CH3:10])[CH3:9].Cl.[OH:20][NH2:21].C([O-])(=O)C.[Na+], predict the reaction product. The product is: [Br:1][C:2]1[CH:16]=[CH:15][C:14]([CH:17]=[N:21][OH:20])=[CH:13][C:3]=1[CH2:4][NH:5][C:6](=[O:12])[O:7][C:8]([CH3:11])([CH3:10])[CH3:9]. (4) Given the reactants [NH2:1][C:2]1[C:11]2[C:6](=[N:7][C:8]([CH3:12])=[CH:9][CH:10]=2)[N:5]=[CH:4][CH:3]=1.[Cl:13][CH2:14][CH2:15][N:16]=[C:17]=[O:18], predict the reaction product. The product is: [Cl:13][CH2:14][CH2:15][NH:16][C:17]([NH:1][C:2]1[C:11]2[C:6](=[N:7][C:8]([CH3:12])=[CH:9][CH:10]=2)[N:5]=[CH:4][CH:3]=1)=[O:18]. (5) Given the reactants N(C(OCC)=O)=NC(OCC)=O.[Cl:13][C:14]1[CH:33]=[CH:32][C:17]([NH:18][C:19]2[C:28]3[C:23](=[CH:24][C:25]([OH:31])=[C:26]([O:29][CH3:30])[CH:27]=3)[N:22]=[CH:21][N:20]=2)=[C:16]([F:34])[CH:15]=1.C1(P(C2C=CC=CC=2)C2C=CC=CC=2)C=CC=CC=1.[N:54]1[CH:59]=[CH:58][C:57]([CH2:60][CH2:61]O)=[CH:56][CH:55]=1, predict the reaction product. The product is: [ClH:13].[Cl:13][C:14]1[CH:33]=[CH:32][C:17]([NH:18][C:19]2[C:28]3[C:23](=[CH:24][C:25]([O:31][CH2:61][CH2:60][C:57]4[CH:58]=[CH:59][N:54]=[CH:55][CH:56]=4)=[C:26]([O:29][CH3:30])[CH:27]=3)[N:22]=[CH:21][N:20]=2)=[C:16]([F:34])[CH:15]=1. (6) Given the reactants [Cl:1][CH2:2][CH2:3][O:4][C:5]1[CH:6]=[C:7]([CH2:11][C:12](=[O:16])[CH2:13][C:14]#[N:15])[CH:8]=[CH:9][CH:10]=1.[CH3:17][N:18]([CH:20](OC)OC)[CH3:19].C(N(CC)CC)C.[CH3:32][O:33][C:34]1[CH:35]=[C:36]([CH:39]=[CH:40][C:41]=1[O:42][CH3:43])CN, predict the reaction product. The product is: [Cl:1][CH2:2][CH2:3][O:4][C:5]1[CH:6]=[C:7]([C:11]2[C:12](=[O:16])[C:13]([C:14]#[N:15])=[CH:20][N:18]([CH2:17][C:39]3[CH:36]=[CH:35][C:34]([O:33][CH3:32])=[C:41]([O:42][CH3:43])[CH:40]=3)[CH:19]=2)[CH:8]=[CH:9][CH:10]=1. (7) Given the reactants C(N(C(C)C)CC)(C)C.CS(O[CH2:15][CH2:16]/[CH:17]=[CH:18]/[C:19]1[CH:24]=[CH:23][C:22]([CH2:25][C:26]2[C:27]([O:34][C@@H:35]3[O:52][C@H:51]([CH2:53][O:54][C:55](=[O:57])[CH3:56])[C@@H:46]([O:47][C:48](=[O:50])[CH3:49])[C@H:41]([O:42][C:43](=[O:45])[CH3:44])[C@H:36]3[O:37][C:38](=[O:40])[CH3:39])=[N:28][NH:29][C:30]=2[CH:31]([CH3:33])[CH3:32])=[C:21]([CH3:58])[CH:20]=1)(=O)=O.[CH2:59]1[C:62]2([CH2:67][CH2:66][CH2:65][N:64]([C:68]([O:70][C:71]([CH3:74])([CH3:73])[CH3:72])=[O:69])[CH2:63]2)[CH2:61][NH:60]1, predict the reaction product. The product is: [CH3:58][C:21]1[CH:20]=[C:19](/[CH:18]=[CH:17]/[CH2:16][CH2:15][N:60]2[CH2:61][C:62]3([CH2:67][CH2:66][CH2:65][N:64]([C:68]([O:70][C:71]([CH3:74])([CH3:73])[CH3:72])=[O:69])[CH2:63]3)[CH2:59]2)[CH:24]=[CH:23][C:22]=1[CH2:25][C:26]1[C:27]([O:34][C@@H:35]2[O:52][C@H:51]([CH2:53][O:54][C:55](=[O:57])[CH3:56])[C@@H:46]([O:47][C:48](=[O:50])[CH3:49])[C@H:41]([O:42][C:43](=[O:45])[CH3:44])[C@H:36]2[O:37][C:38](=[O:40])[CH3:39])=[N:28][NH:29][C:30]=1[CH:31]([CH3:33])[CH3:32].